Dataset: Reaction yield outcomes from USPTO patents with 853,638 reactions. Task: Predict the reaction yield, written as a fraction of the theoretical maximum amount of product (1.0 means a 100% yield; for example, 0.34 means a 34% yield). (1) The reactants are CC1C=CC(S(O[CH2:12][CH2:13][CH2:14][CH2:15][C:16]2[C:24]3[C:19](=[CH:20][CH:21]=[C:22]([C:25]#[N:26])[CH:23]=3)[NH:18][CH:17]=2)(=O)=O)=CC=1.[F:27][C:28]1[CH:29]=[N:30][C:31]([N:34]2[CH2:39][CH2:38][NH:37][CH2:36][CH2:35]2)=[N:32][CH:33]=1.C(=O)([O-])[O-].[K+].[K+].[I-].[K+]. The catalyst is C(#N)C. The product is [F:27][C:28]1[CH:29]=[N:30][C:31]([N:34]2[CH2:35][CH2:36][N:37]([CH2:12][CH2:13][CH2:14][CH2:15][C:16]3[C:24]4[C:19](=[CH:20][CH:21]=[C:22]([C:25]#[N:26])[CH:23]=4)[NH:18][CH:17]=3)[CH2:38][CH2:39]2)=[N:32][CH:33]=1. The yield is 0.600. (2) The reactants are [CH2:1]([O:8][C:9]1[CH:14]=[C:13]([O:15]COC)[C:12]([CH:19]([CH3:21])[CH3:20])=[CH:11][C:10]=1[C:22]1[N:23]([C:28]2[CH:29]=[N:30][C:31]([N:34]3[CH2:39][CH2:38][O:37][CH2:36][CH2:35]3)=[CH:32][CH:33]=2)[C:24]([OH:27])=[N:25][N:26]=1)[C:2]1[CH:7]=[CH:6][CH:5]=[CH:4][CH:3]=1.[ClH:40]. The catalyst is CO. The product is [ClH:40].[CH2:1]([O:8][C:9]1[CH:14]=[C:13]([OH:15])[C:12]([CH:19]([CH3:21])[CH3:20])=[CH:11][C:10]=1[C:22]1[N:23]([C:28]2[CH:29]=[N:30][C:31]([N:34]3[CH2:39][CH2:38][O:37][CH2:36][CH2:35]3)=[CH:32][CH:33]=2)[C:24]([OH:27])=[N:25][N:26]=1)[C:2]1[CH:7]=[CH:6][CH:5]=[CH:4][CH:3]=1. The yield is 0.740. (3) The reactants are [CH2:1]([O:8][C:9]([N:11]1[CH2:15][CH2:14][CH2:13][C@H:12]1[C:16](=O)[CH2:17]Br)=[O:10])[C:2]1[CH:7]=[CH:6][CH:5]=[CH:4][CH:3]=1.[NH2:20][C:21]1[C:26]([Br:27])=[CH:25][CH:24]=[CH:23][N:22]=1. The catalyst is C(O)C. The product is [CH2:1]([O:8][C:9]([N:11]1[CH2:15][CH2:14][CH2:13][C@H:12]1[C:16]1[N:20]=[C:21]2[C:26]([Br:27])=[CH:25][CH:24]=[CH:23][N:22]2[CH:17]=1)=[O:10])[C:2]1[CH:3]=[CH:4][CH:5]=[CH:6][CH:7]=1. The yield is 0.400. (4) The reactants are O(S(C(F)(F)F)(=O)=O)S(C(F)(F)F)(=O)=O.[CH2:16]([O:23][N:24]1[C:30](=[O:31])[N:29]2[CH2:32][C@H:25]1[CH2:26][CH2:27][C@H:28]2[C:33]([NH:35][NH:36][C:37](=O)[CH2:38][CH2:39][NH:40][C:41](=[O:47])[O:42][C:43]([CH3:46])([CH3:45])[CH3:44])=[O:34])[C:17]1[CH:22]=[CH:21][CH:20]=[CH:19][CH:18]=1.N1C=CC=CC=1.C([O-])(O)=O.[Na+]. The catalyst is C(Cl)Cl. The product is [CH2:16]([O:23][N:24]1[C:30](=[O:31])[N:29]2[CH2:32][C@H:25]1[CH2:26][CH2:27][C@H:28]2[C:33]1[O:34][C:37]([CH2:38][CH2:39][NH:40][C:41](=[O:47])[O:42][C:43]([CH3:46])([CH3:44])[CH3:45])=[N:36][N:35]=1)[C:17]1[CH:22]=[CH:21][CH:20]=[CH:19][CH:18]=1. The yield is 0.420. (5) The reactants are [NH:1]1[CH2:6][CH2:5][O:4][CH2:3][CH2:2]1.[NH2:7][C:8]1[CH:16]=[C:15]([N+:17]([O-:19])=[O:18])[CH:14]=[CH:13][C:9]=1[C:10](O)=[O:11].CN(C(ON1N=NC2C=CC=NC1=2)=[N+](C)C)C.F[P-](F)(F)(F)(F)F. The catalyst is C(#N)C. The product is [NH2:7][C:8]1[CH:16]=[C:15]([N+:17]([O-:19])=[O:18])[CH:14]=[CH:13][C:9]=1[C:10]([N:1]1[CH2:6][CH2:5][O:4][CH2:3][CH2:2]1)=[O:11]. The yield is 0.830. (6) The reactants are [C:1]([O:5][C:6]([N:8]1[CH2:13][CH2:12][N:11]([C:14]2[CH:19]=[CH:18][C:17]([CH:20]3[C:25]([C:26]([O:28][CH2:29][CH3:30])=[O:27])=[C:24]([C:31]4[C:36]([F:37])=[CH:35][CH:34]=[C:33]([F:38])[C:32]=4[F:39])[NH:23][C:22]4[NH:40][N:41]=[C:42]([CH3:43])[C:21]3=4)=[CH:16][CH:15]=2)[CH2:10][CH2:9]1)=[O:7])([CH3:4])([CH3:3])[CH3:2]. The catalyst is ClCCl.[O-2].[Mn+2]. The product is [C:1]([O:5][C:6]([N:8]1[CH2:13][CH2:12][N:11]([C:14]2[CH:19]=[CH:18][C:17]([C:20]3[C:25]([C:26]([O:28][CH2:29][CH3:30])=[O:27])=[C:24]([C:31]4[C:36]([F:37])=[CH:35][CH:34]=[C:33]([F:38])[C:32]=4[F:39])[N:23]=[C:22]4[NH:40][N:41]=[C:42]([CH3:43])[C:21]=34)=[CH:16][CH:15]=2)[CH2:10][CH2:9]1)=[O:7])([CH3:4])([CH3:2])[CH3:3]. The yield is 0.910. (7) The reactants are C(OC(=O)[NH:7][CH:8]1[CH2:13][CH2:12][N:11]([C:14]2[N:15]([CH2:30][CH3:31])[C:16](=[O:29])[CH:17]=[C:18]([C:20]3[CH:25]=[CH:24][C:23]([C:26]#[N:27])=[C:22]([F:28])[CH:21]=3)[N:19]=2)[CH2:10][CH2:9]1)(C)(C)C.Cl. The catalyst is CC(=O)OCC. The product is [NH2:7][CH:8]1[CH2:13][CH2:12][N:11]([C:14]2[N:15]([CH2:30][CH3:31])[C:16](=[O:29])[CH:17]=[C:18]([C:20]3[CH:25]=[CH:24][C:23]([C:26]#[N:27])=[C:22]([F:28])[CH:21]=3)[N:19]=2)[CH2:10][CH2:9]1. The yield is 0.970. (8) The reactants are [CH:1]1([N:4]2[C:9](=[O:10])[C:8]3[C:11]([O:17][S:18]([C:21]4[CH:26]=[CH:25][C:24]([CH3:27])=[CH:23][CH:22]=4)(=[O:20])=[O:19])=[CH:12][C:13](=[O:16])[N:14]([CH3:15])[C:7]=3[N:6]([C:28]3[CH:33]=[CH:32][CH:31]=[C:30]([N+:34]([O-])=O)[CH:29]=3)[C:5]2=[O:37])[CH2:3][CH2:2]1.C(=O)([O-])O.[Na+]. The catalyst is O1CCCC1. The product is [NH2:34][C:30]1[CH:29]=[C:28]([N:6]2[C:7]3[N:14]([CH3:15])[C:13](=[O:16])[CH:12]=[C:11]([O:17][S:18]([C:21]4[CH:26]=[CH:25][C:24]([CH3:27])=[CH:23][CH:22]=4)(=[O:20])=[O:19])[C:8]=3[C:9](=[O:10])[N:4]([CH:1]3[CH2:2][CH2:3]3)[C:5]2=[O:37])[CH:33]=[CH:32][CH:31]=1. The yield is 0.740. (9) The reactants are C([O-])([O-])=O.[K+].[K+].[Cl:7][C:8]1[C:15]([CH2:16]C)=[C:14](F)[CH:13]=[CH:12][C:9]=1[C:10]#[N:11].[NH2:19][C@@H:20]([C:24]([OH:26])=[O:25])[C@@H:21]([CH3:23])[OH:22].O. The catalyst is CS(C)=O. The product is [Cl:7][C:8]1[C:15]([CH3:16])=[C:14]([NH:19][C@H:20]([C@H:21]([OH:22])[CH3:23])[C:24]([OH:26])=[O:25])[CH:13]=[CH:12][C:9]=1[C:10]#[N:11]. The yield is 0.320.